Dataset: Full USPTO retrosynthesis dataset with 1.9M reactions from patents (1976-2016). Task: Predict the reactants needed to synthesize the given product. (1) Given the product [CH2:1]([NH:8][C:12]([C:14]1[S:15][C:16]([N:19]2[CH2:20][CH2:21][N:22]([C:25](=[O:36])[C:26]3[CH:31]=[CH:30][CH:29]=[CH:28][C:27]=3[C:32]([F:35])([F:34])[F:33])[CH2:23][CH2:24]2)=[N:17][N:18]=1)=[O:11])[CH2:2][CH2:3][CH2:4][CH2:5][CH2:6][CH3:7], predict the reactants needed to synthesize it. The reactants are: [CH2:1]([NH2:8])[CH2:2][CH2:3][CH2:4][CH2:5][CH2:6][CH3:7].C([O:11][C:12]([C:14]1[S:15][C:16]([N:19]2[CH2:24][CH2:23][N:22]([C:25](=[O:36])[C:26]3[CH:31]=[CH:30][CH:29]=[CH:28][C:27]=3[C:32]([F:35])([F:34])[F:33])[CH2:21][CH2:20]2)=[N:17][N:18]=1)=O)C. (2) Given the product [Cl:1][C:2]1[CH:3]=[CH:4][C:5]([C:28]([F:31])([F:30])[F:29])=[C:6]([CH:27]=1)[CH2:7][N:8]1[CH2:13][CH2:12][NH:11][C:10]2[N:14]=[CH:15][C:16]([C:18]3[CH:19]=[CH:20][C:21]([C:22]([NH:40][CH2:39][CH2:38][C:33]4[CH:34]=[CH:35][CH:36]=[CH:37][N:32]=4)=[O:24])=[CH:25][CH:26]=3)=[CH:17][C:9]1=2, predict the reactants needed to synthesize it. The reactants are: [Cl:1][C:2]1[CH:3]=[CH:4][C:5]([C:28]([F:31])([F:30])[F:29])=[C:6]([CH:27]=1)[CH2:7][N:8]1[CH2:13][CH2:12][NH:11][C:10]2[N:14]=[CH:15][C:16]([C:18]3[CH:26]=[CH:25][C:21]([C:22]([OH:24])=O)=[CH:20][CH:19]=3)=[CH:17][C:9]1=2.[N:32]1[CH:37]=[CH:36][CH:35]=[CH:34][C:33]=1[CH2:38][CH2:39][NH2:40]. (3) Given the product [F:1][C:2]([F:9])([F:8])[C:3](=[CH2:7])[C:4]([O:10][CH:11]1[CH2:16][CH2:15][O:14][C:12]1=[O:13])=[O:5], predict the reactants needed to synthesize it. The reactants are: [F:1][C:2]([F:9])([F:8])[C:3](=[CH2:7])[C:4](Cl)=[O:5].[OH:10][CH:11]1[CH2:16][CH2:15][O:14][C:12]1=[O:13].C(N(CC)CC)C.O1CCCC1. (4) Given the product [C:33]([C:35]1[CH:36]=[C:37]([CH:40]=[CH:41][CH:42]=1)[CH2:38][N:4]1[CH2:5][CH2:6][N:1]([C:7]2[CH:12]=[CH:11][C:10]([NH:13][C:14]([C:16]3[C:17]([C:22]4[CH:27]=[CH:26][C:25]([C:28]([F:31])([F:29])[F:30])=[CH:24][CH:23]=4)=[CH:18][CH:19]=[CH:20][CH:21]=3)=[O:15])=[CH:9][N:8]=2)[CH2:2][CH2:3]1)#[N:34], predict the reactants needed to synthesize it. The reactants are: [N:1]1([C:7]2[CH:12]=[CH:11][C:10]([NH:13][C:14]([C:16]3[C:17]([C:22]4[CH:27]=[CH:26][C:25]([C:28]([F:31])([F:30])[F:29])=[CH:24][CH:23]=4)=[CH:18][CH:19]=[CH:20][CH:21]=3)=[O:15])=[CH:9][N:8]=2)[CH2:6][CH2:5][NH:4][CH2:3][CH2:2]1.[Na].[C:33]([C:35]1[CH:36]=[C:37]([CH:40]=[CH:41][CH:42]=1)[CH2:38]Br)#[N:34].O. (5) Given the product [Br:16][C:14]1[CH:15]=[C:11]([C:9]([NH:10][C:5]2[C:4]([Br:26])=[CH:3][C:2]([Br:1])=[CH:25][C:6]=2[C:7]([NH:28][NH2:29])=[O:24])=[O:8])[N:12]([C:17]2[C:22]([Cl:23])=[CH:21][CH:20]=[CH:19][N:18]=2)[CH:13]=1, predict the reactants needed to synthesize it. The reactants are: [Br:1][C:2]1[CH:3]=[C:4]([Br:26])[C:5]2[N:10]=[C:9]([C:11]3[N:12]([C:17]4[C:22]([Cl:23])=[CH:21][CH:20]=[CH:19][N:18]=4)[CH:13]=[C:14]([Br:16])[CH:15]=3)[O:8][C:7](=[O:24])[C:6]=2[CH:25]=1.O.[NH2:28][NH2:29].O1CCCC1. (6) Given the product [Cl:1][CH2:2][C:3](=[N:14][OH:15])[C:5]1[CH:10]=[CH:9][C:8]([F:11])=[CH:7][C:6]=1[F:12], predict the reactants needed to synthesize it. The reactants are: [Cl:1][CH2:2][C:3]([C:5]1[CH:10]=[CH:9][C:8]([F:11])=[CH:7][C:6]=1[F:12])=O.Cl.[NH2:14][OH:15].C([O-])(=O)C.[Na+]. (7) The reactants are: C(=O)([O-])[O-].[K+].[K+].[C:7]([O:13][CH2:14]Cl)(=[O:12])[C:8]([CH3:11])([CH3:10])[CH3:9].[I-].[Na+].[CH3:18][N:19]([CH3:39])[CH:20]1[CH2:25][CH2:24][N:23]([C:26](=[O:38])[CH2:27][CH2:28][C:29]2[N:30]([CH2:34][C:35]([OH:37])=[O:36])[CH:31]=[CH:32][N:33]=2)[CH2:22][CH2:21]1. Given the product [C:7]([O:13][CH2:14][O:37][C:35](=[O:36])[CH2:34][N:30]1[CH:31]=[CH:32][N:33]=[C:29]1[CH2:28][CH2:27][C:26]([N:23]1[CH2:24][CH2:25][CH:20]([N:19]([CH3:18])[CH3:39])[CH2:21][CH2:22]1)=[O:38])(=[O:12])[C:8]([CH3:11])([CH3:10])[CH3:9], predict the reactants needed to synthesize it.